Predict the reactants needed to synthesize the given product. From a dataset of Full USPTO retrosynthesis dataset with 1.9M reactions from patents (1976-2016). (1) Given the product [N:30]1[CH:29]=[CH:28][CH:27]=[N:26][C:25]=1[N:22]1[CH2:21][CH2:20][CH:19]([C:16]2[S:17][CH:18]=[C:14]([CH2:13][O:12][C:11]3[CH:10]=[CH:9][C:8]([CH:5]([CH2:6][OH:7])[CH2:4][OH:3])=[CH:32][CH:31]=3)[N:15]=2)[CH2:24][CH2:23]1, predict the reactants needed to synthesize it. The reactants are: CC1(C)[O:7][CH2:6][CH:5]([C:8]2[CH:32]=[CH:31][C:11]([O:12][CH2:13][C:14]3[N:15]=[C:16]([CH:19]4[CH2:24][CH2:23][N:22]([C:25]5[N:30]=[CH:29][CH:28]=[CH:27][N:26]=5)[CH2:21][CH2:20]4)[S:17][CH:18]=3)=[CH:10][CH:9]=2)[CH2:4][O:3]1. (2) The reactants are: [NH2:1][C:2]1[C:7]([C:8]#[N:9])=[CH:6][CH:5]=[CH:4][N:3]=1.[N-:10]=[N+:11]=[N-:12].[Na+].[Cl-].[NH4+]. Given the product [NH3:1].[N:9]1[NH:10][N:11]=[N:12][C:8]=1[C:7]1[C:2]([NH2:1])=[N:3][CH:4]=[CH:5][CH:6]=1, predict the reactants needed to synthesize it. (3) Given the product [C:1]([C@H:3]1[CH2:4][CH2:5][C@H:6]([NH:14][C:17](=[O:26])[O:46][C:42]([CH3:45])([CH3:44])[CH3:43])[CH2:7][CH2:8]1)#[N:2], predict the reactants needed to synthesize it. The reactants are: [C:1]([C@H:3]1[CH2:8][CH2:7][C@H:6](C(O)=O)[CH2:5][CH2:4]1)#[N:2].C([N:14]([CH2:17]C)CC)C.C1(P(N=[N+]=[N-])(C2C=CC=CC=2)=[O:26])C=CC=CC=1.C(OCC)(=O)C.[C:42]([OH:46])([CH3:45])([CH3:44])[CH3:43]. (4) Given the product [N:8]1([C:6]([O:5][C:1]([CH3:4])([CH3:2])[CH3:3])=[O:7])[CH2:13][CH2:12][N:11]([C:14]([O:16][C:17]([CH3:20])([CH3:19])[CH3:18])=[O:15])[CH2:10][CH:9]1[C:21]([O:23][CH3:24])=[O:22], predict the reactants needed to synthesize it. The reactants are: [C:1]([O:5][C:6]([N:8]1[CH2:13][CH2:12][N:11]([C:14]([O:16][C:17]([CH3:20])([CH3:19])[CH3:18])=[O:15])[CH2:10][CH:9]1[C:21]([OH:23])=[O:22])=[O:7])([CH3:4])([CH3:3])[CH3:2].[C:24]([O-])([O-])=O.[K+].[K+].CI. (5) Given the product [C:1]([C:9]1[CH:31]=[C:30]([Br:32])[CH:29]=[CH:28][C:10]=1[C:11]([N:13]([CH2:14][C:15]1[CH:16]=[CH:17][C:18]([O:21][CH3:22])=[CH:19][CH:20]=1)[CH2:23][C:24](=[O:27])[CH2:25][CH3:26])=[O:12])(=[O:8])[C:2]1[CH:7]=[CH:6][CH:5]=[CH:4][CH:3]=1, predict the reactants needed to synthesize it. The reactants are: [C:1]([C:9]1[CH:31]=[C:30]([Br:32])[CH:29]=[CH:28][C:10]=1[C:11]([N:13]([CH2:23][CH:24]([OH:27])[CH2:25][CH3:26])[CH2:14][C:15]1[CH:20]=[CH:19][C:18]([O:21][CH3:22])=[CH:17][CH:16]=1)=[O:12])(=[O:8])[C:2]1[CH:7]=[CH:6][CH:5]=[CH:4][CH:3]=1.C[N+]1([O-])CCOCC1. (6) Given the product [F:20][C:2]([F:19])([F:1])[O:3][C:4]1[CH:5]=[CH:6][C:7]([NH:10][C:11]([C:13]2[S:14][CH:15]=[CH:16][C:17]=2[NH:18][CH2:31][C:24]2[C:25]3[C:30](=[CH:29][CH:28]=[CH:27][CH:26]=3)[N:21]=[CH:22][CH:23]=2)=[O:12])=[CH:8][CH:9]=1, predict the reactants needed to synthesize it. The reactants are: [F:1][C:2]([F:20])([F:19])[O:3][C:4]1[CH:9]=[CH:8][C:7]([NH:10][C:11]([C:13]2[S:14][CH:15]=[CH:16][C:17]=2[NH2:18])=[O:12])=[CH:6][CH:5]=1.[N:21]1[C:30]2[C:25](=[CH:26][CH:27]=[CH:28][CH:29]=2)[C:24]([CH:31]=O)=[CH:23][CH:22]=1.C([SiH](CC)CC)C.